This data is from NCI-60 drug combinations with 297,098 pairs across 59 cell lines. The task is: Regression. Given two drug SMILES strings and cell line genomic features, predict the synergy score measuring deviation from expected non-interaction effect. (1) Drug 1: COCCOC1=C(C=C2C(=C1)C(=NC=N2)NC3=CC=CC(=C3)C#C)OCCOC.Cl. Drug 2: CC1C(C(CC(O1)OC2CC(CC3=C2C(=C4C(=C3O)C(=O)C5=CC=CC=C5C4=O)O)(C(=O)C)O)N)O. Cell line: IGROV1. Synergy scores: CSS=66.9, Synergy_ZIP=0.210, Synergy_Bliss=0.674, Synergy_Loewe=5.45, Synergy_HSA=6.69. (2) Drug 1: CN(C)C1=NC(=NC(=N1)N(C)C)N(C)C. Drug 2: CC1C(C(CC(O1)OC2CC(CC3=C2C(=C4C(=C3O)C(=O)C5=CC=CC=C5C4=O)O)(C(=O)C)O)N)O. Cell line: IGROV1. Synergy scores: CSS=44.1, Synergy_ZIP=5.40, Synergy_Bliss=5.17, Synergy_Loewe=-39.6, Synergy_HSA=0.716. (3) Cell line: SR. Drug 2: COC1=NC(=NC2=C1N=CN2C3C(C(C(O3)CO)O)O)N. Drug 1: CN1CCC(CC1)COC2=C(C=C3C(=C2)N=CN=C3NC4=C(C=C(C=C4)Br)F)OC. Synergy scores: CSS=-3.20, Synergy_ZIP=0.892, Synergy_Bliss=-0.714, Synergy_Loewe=-1.20, Synergy_HSA=-2.30. (4) Drug 1: CC1C(C(=O)NC(C(=O)N2CCCC2C(=O)N(CC(=O)N(C(C(=O)O1)C(C)C)C)C)C(C)C)NC(=O)C3=C4C(=C(C=C3)C)OC5=C(C(=O)C(=C(C5=N4)C(=O)NC6C(OC(=O)C(N(C(=O)CN(C(=O)C7CCCN7C(=O)C(NC6=O)C(C)C)C)C)C(C)C)C)N)C. Drug 2: C1=CN(C(=O)N=C1N)C2C(C(C(O2)CO)O)O.Cl. Cell line: MDA-MB-435. Synergy scores: CSS=26.5, Synergy_ZIP=-10.1, Synergy_Bliss=-4.82, Synergy_Loewe=-2.87, Synergy_HSA=-0.756. (5) Drug 1: CN(C(=O)NC(C=O)C(C(C(CO)O)O)O)N=O. Drug 2: C1CNP(=O)(OC1)N(CCCl)CCCl. Cell line: MOLT-4. Synergy scores: CSS=-1.96, Synergy_ZIP=1.88, Synergy_Bliss=3.33, Synergy_Loewe=0.367, Synergy_HSA=0.513. (6) Drug 1: CCN(CC)CCNC(=O)C1=C(NC(=C1C)C=C2C3=C(C=CC(=C3)F)NC2=O)C. Drug 2: CC1=C(N=C(N=C1N)C(CC(=O)N)NCC(C(=O)N)N)C(=O)NC(C(C2=CN=CN2)OC3C(C(C(C(O3)CO)O)O)OC4C(C(C(C(O4)CO)O)OC(=O)N)O)C(=O)NC(C)C(C(C)C(=O)NC(C(C)O)C(=O)NCCC5=NC(=CS5)C6=NC(=CS6)C(=O)NCCC[S+](C)C)O. Cell line: SW-620. Synergy scores: CSS=22.8, Synergy_ZIP=-3.96, Synergy_Bliss=0.791, Synergy_Loewe=3.96, Synergy_HSA=4.74. (7) Drug 1: CS(=O)(=O)CCNCC1=CC=C(O1)C2=CC3=C(C=C2)N=CN=C3NC4=CC(=C(C=C4)OCC5=CC(=CC=C5)F)Cl. Drug 2: COC1=C2C(=CC3=C1OC=C3)C=CC(=O)O2. Cell line: HL-60(TB). Synergy scores: CSS=-7.96, Synergy_ZIP=4.42, Synergy_Bliss=2.26, Synergy_Loewe=-11.0, Synergy_HSA=-9.45. (8) Drug 1: CC1C(C(=O)NC(C(=O)N2CCCC2C(=O)N(CC(=O)N(C(C(=O)O1)C(C)C)C)C)C(C)C)NC(=O)C3=C4C(=C(C=C3)C)OC5=C(C(=O)C(=C(C5=N4)C(=O)NC6C(OC(=O)C(N(C(=O)CN(C(=O)C7CCCN7C(=O)C(NC6=O)C(C)C)C)C)C(C)C)C)N)C. Synergy scores: CSS=-1.14, Synergy_ZIP=-0.953, Synergy_Bliss=-0.908, Synergy_Loewe=-6.96, Synergy_HSA=-2.72. Drug 2: CNC(=O)C1=NC=CC(=C1)OC2=CC=C(C=C2)NC(=O)NC3=CC(=C(C=C3)Cl)C(F)(F)F. Cell line: RXF 393. (9) Drug 1: CCC1=CC2CC(C3=C(CN(C2)C1)C4=CC=CC=C4N3)(C5=C(C=C6C(=C5)C78CCN9C7C(C=CC9)(C(C(C8N6C)(C(=O)OC)O)OC(=O)C)CC)OC)C(=O)OC.C(C(C(=O)O)O)(C(=O)O)O. Drug 2: CN(C(=O)NC(C=O)C(C(C(CO)O)O)O)N=O. Cell line: M14. Synergy scores: CSS=14.4, Synergy_ZIP=-0.897, Synergy_Bliss=-1.53, Synergy_Loewe=-23.8, Synergy_HSA=-0.422.